Dataset: Forward reaction prediction with 1.9M reactions from USPTO patents (1976-2016). Task: Predict the product of the given reaction. (1) Given the reactants [Cl:1][C:2]1[CH:3]=[C:4]([S:8]([NH:11][C:12]2[CH:20]=[CH:19][C:15]([C:16]([OH:18])=[O:17])=[C:14]([OH:21])[CH:13]=2)(=[O:10])=[O:9])[S:5][C:6]=1[Cl:7].O[CH:23]1[CH2:27][CH2:26][O:25][CH2:24]1, predict the reaction product. The product is: [Cl:1][C:2]1[CH:3]=[C:4]([S:8]([NH:11][C:12]2[CH:20]=[CH:19][C:15]([C:16]([O:18][CH:23]3[CH2:27][CH2:26][O:25][CH2:24]3)=[O:17])=[C:14]([OH:21])[CH:13]=2)(=[O:9])=[O:10])[S:5][C:6]=1[Cl:7]. (2) Given the reactants S(=O)(=O)(O)O.O.[OH:7][C:8]1[CH:16]=[CH:15][C:11]([C:12]([OH:14])=[O:13])=[CH:10][CH:9]=1.Cl, predict the reaction product. The product is: [OH:7][C:8]1[C:16]([CH:8]([CH3:16])[CH3:9])=[CH:15][C:11]([C:12]([OH:14])=[O:13])=[CH:10][C:9]=1[CH:11]([CH3:12])[CH3:10]. (3) Given the reactants [CH3:1][N:2]1[CH2:7][CH2:6][N:5]([C:8]2[C:17]3[C:12](=[CH:13][C:14]4[CH2:20][CH2:19][NH:18][C:15]=4[CH:16]=3)[CH:11]=[CH:10][N:9]=2)[CH2:4][CH2:3]1.[Cl:21][C:22]1[CH:27]=[CH:26][CH:25]=[CH:24][C:23]=1[N:28]=[C:29]=[O:30], predict the reaction product. The product is: [Cl:21][C:22]1[CH:27]=[CH:26][CH:25]=[CH:24][C:23]=1[NH:28][C:29]([N:18]1[C:15]2[CH:16]=[C:17]3[C:12]([CH:11]=[CH:10][N:9]=[C:8]3[N:5]3[CH2:4][CH2:3][N:2]([CH3:1])[CH2:7][CH2:6]3)=[CH:13][C:14]=2[CH2:20][CH2:19]1)=[O:30]. (4) Given the reactants [CH3:1][C:2]([N:5]1[C:9]([C:10]2[CH:15]=[CH:14][C:13]([N+:16]([O-:18])=[O:17])=[CH:12][CH:11]=2)=[C:8](B2OC(C)(C)C(C)(C)O2)[CH:7]=[N:6]1)([CH3:4])[CH3:3].C(N1C=C(B2OC(C)(C)C(C)(C)O2)[C:32]([C:44]2[CH:49]=[CH:48][C:47]([N+:50]([O-])=O)=[CH:46][CH:45]=2)=[N:31]1)C, predict the reaction product. The product is: [CH3:4][C:2]([N:5]1[C:9]([C:10]2[CH:11]=[CH:12][C:13]([N+:16]([O-:18])=[O:17])=[CH:14][CH:15]=2)=[C:8]([C:45]2[CH:46]=[CH:47][N:50]=[C:32]3[NH:31][CH:48]=[CH:49][C:44]=23)[CH:7]=[N:6]1)([CH3:3])[CH3:1]. (5) Given the reactants [Cl:1][C:2]1[CH:11]=[C:10]([NH:12][C:13]([C:15]2[S:16][C:17]([CH:23]([CH3:25])[CH3:24])=[C:18]([CH:20]([CH3:22])[CH3:21])[CH:19]=2)=[O:14])[CH:9]=[CH:8][C:3]=1[C:4]([O:6]C)=[O:5], predict the reaction product. The product is: [Cl:1][C:2]1[CH:11]=[C:10]([NH:12][C:13]([C:15]2[S:16][C:17]([CH:23]([CH3:25])[CH3:24])=[C:18]([CH:20]([CH3:21])[CH3:22])[CH:19]=2)=[O:14])[CH:9]=[CH:8][C:3]=1[C:4]([OH:6])=[O:5].